Dataset: Full USPTO retrosynthesis dataset with 1.9M reactions from patents (1976-2016). Task: Predict the reactants needed to synthesize the given product. Given the product [Cl:1][C:2]1[S:6][C:5]([C:7]2[NH:32][C:18](=[O:20])[O:17][C:8]=2[CH2:9][CH2:10][CH2:11][C:12]([O:14][CH2:15][CH3:16])=[O:13])=[CH:4][CH:3]=1, predict the reactants needed to synthesize it. The reactants are: [Cl:1][C:2]1[S:6][C:5]([C:7](=O)[CH:8]([O:17][C:18]([O:20]C2C=CC=CC=2)=O)[CH2:9][CH2:10][CH2:11][C:12]([O:14][CH2:15][CH3:16])=[O:13])=[CH:4][CH:3]=1.C([O-])(=O)C.[NH4+:32].C(O)(=O)C.